Task: Predict which catalyst facilitates the given reaction.. Dataset: Catalyst prediction with 721,799 reactions and 888 catalyst types from USPTO (1) Reactant: [OH:1][CH:2]([C:21]1[N:25]([CH3:26])[CH:24]=[N:23][CH:22]=1)[C:3]1[CH:10]=[CH:9][C:6]([C:7]#[N:8])=[C:5]([C:11]2[C:20]3[C:15](=[CH:16][CH:17]=[CH:18][CH:19]=3)[CH:14]=[CH:13][CH:12]=2)[CH:4]=1.CCOC(/N=N/C(OCC)=O)=O.[OH:39][C:40]1[CH:47]=[CH:46][C:43]([C:44]#[N:45])=[CH:42][CH:41]=1.C1(P(C2C=CC=CC=2)C2C=CC=CC=2)C=CC=CC=1. Product: [OH-:1].[NH4+:8].[C:44]([C:43]1[CH:46]=[CH:47][C:40]([O:39][CH:2]([C:21]2[N:25]([CH3:26])[CH:24]=[N:23][CH:22]=2)[C:3]2[CH:10]=[CH:9][C:6]([C:7]#[N:8])=[C:5]([C:11]3[C:20]4[C:15](=[CH:16][CH:17]=[CH:18][CH:19]=4)[CH:14]=[CH:13][CH:12]=3)[CH:4]=2)=[CH:41][CH:42]=1)#[N:45]. The catalyst class is: 165. (2) Product: [N:18]1([CH2:17][CH2:16][CH2:15][C:11]2[CH:10]=[C:9]([OH:8])[CH:14]=[CH:13][CH:12]=2)[CH:22]=[CH:21][N:20]=[N:19]1. The catalyst class is: 129. Reactant: C([O:8][C:9]1[CH:10]=[C:11]([CH2:15][CH2:16][CH2:17][N:18]2[CH:22]=[CH:21][N:20]=[N:19]2)[CH:12]=[CH:13][CH:14]=1)C1C=CC=CC=1.[H][H]. (3) Reactant: [OH:1][CH2:2][CH2:3][CH2:4][N:5]([CH3:13])[C:6](=[O:12])[O:7][C:8]([CH3:11])([CH3:10])[CH3:9].C(N(CC)CC)C.[CH3:21][S:22](Cl)(=[O:24])=[O:23].C(=O)([O-])O.[Na+]. Product: [CH3:21][S:22]([O:1][CH2:2][CH2:3][CH2:4][N:5]([C:6]([O:7][C:8]([CH3:10])([CH3:9])[CH3:11])=[O:12])[CH3:13])(=[O:24])=[O:23]. The catalyst class is: 4. (4) Reactant: [C:1]1(C(N)=O)[C:13]2[NH:12][C:11]3[C:6](=[CH:7][CH:8]=[CH:9][CH:10]=3)[C:5]=2[CH:4]=[CH:3][N:2]=1.Br[CH2:18][CH2:19][CH2:20][CH2:21][CH3:22].[C:23]([O-:26])([O-])=[O:24].[Cs+].[Cs+].C[N:30]([CH:32]=[O:33])C. Product: [N:30]1([C:32]([C@H:3]2[N:2]([C:23]([O:26][C:5]([CH3:6])([CH3:13])[CH3:4])=[O:24])[CH2:1][C:13]3[NH:12][C:11]4[C:6]([C:5]=3[CH2:4]2)=[CH:7][CH:8]=[CH:9][CH:10]=4)=[O:33])[CH2:22][CH2:21][CH2:20][CH2:19][CH2:18]1. The catalyst class is: 13. (5) Product: [O:31]=[S:30]1(=[O:35])[CH2:6][CH2:5][C:4](=[O:7])[CH2:3][CH2:2]1. Reactant: S1[CH2:6][CH2:5][C:4](=[O:7])[CH2:3][CH2:2]1.C(N(CC([O-])=O)CC(O)=O)CN(CC([O-])=O)CC(O)=O.[Na+].[Na+].[S:30]([O-:35])(O[O-])(=O)=[O:31].[K+].[K+].C([O-])(O)=O.[Na+]. The catalyst class is: 47.